Dataset: Catalyst prediction with 721,799 reactions and 888 catalyst types from USPTO. Task: Predict which catalyst facilitates the given reaction. (1) Reactant: [NH2:1][C:2]1[N:11]=[C:10]([C:12]([OH:14])=O)[C:9]2[C:4](=[CH:5][CH:6]=[CH:7][CH:8]=2)[N:3]=1.C(O[CH:18]1C=CC2C(=CC=CC=2)[N:19]1C(OCC)=O)C.C(N(CC)CC)C.[Cl-].C[NH3+]. Product: [NH2:1][C:2]1[N:11]=[C:10]([C:12](=[O:14])[NH:19][CH3:18])[C:9]2[C:4](=[CH:5][CH:6]=[CH:7][CH:8]=2)[N:3]=1. The catalyst class is: 10. (2) Reactant: C[O:2][C:3]([CH:5]1[CH2:10][CH2:9][CH:8]([NH:11][C:12]2[CH:30]=[CH:29][C:28]([N+:31]([O-:33])=[O:32])=[CH:27][C:13]=2[C:14]([NH:16][CH2:17][C:18]2[CH:26]=[CH:25][C:21]3[O:22][CH2:23][O:24][C:20]=3[CH:19]=2)=[O:15])[CH2:7][CH2:6]1)=[O:4].CO.[OH-].[Na+].Cl. Product: [C:3]([CH:5]1[CH2:6][CH2:7][CH:8]([NH:11][C:12]2[CH:30]=[CH:29][C:28]([N+:31]([O-:33])=[O:32])=[CH:27][C:13]=2[C:14]([NH:16][CH2:17][C:18]2[CH:26]=[CH:25][C:21]3[O:22][CH2:23][O:24][C:20]=3[CH:19]=2)=[O:15])[CH2:9][CH2:10]1)([OH:4])=[O:2]. The catalyst class is: 7. (3) Reactant: C([Li])CCC.[F:6][C:7]1[CH:8]=[C:9]2[C:13](=[CH:14][C:15]=1[F:16])[NH:12][CH:11]=[CH:10]2.[C:17](=[O:19])=[O:18].O. Product: [F:6][C:7]1[CH:8]=[C:9]2[C:13](=[C:14]([C:17]([OH:19])=[O:18])[C:15]=1[F:16])[NH:12][CH:11]=[CH:10]2. The catalyst class is: 323. (4) Reactant: [Br:1][CH2:2][CH2:3][C:4](Cl)=[O:5].[CH2:7]([NH:9][CH2:10][CH3:11])[CH3:8]. Product: [Br:1][CH2:2][CH2:3][C:4]([N:9]([CH2:10][CH3:11])[CH2:7][CH3:8])=[O:5]. The catalyst class is: 1. (5) Reactant: [C:1]([NH:9][C:10]1[S:11][CH2:12][C@@H:13]2[CH2:18][N:17](C(OC(C)(C)C)=O)[CH2:16][C@:14]2([C:26]2[S:27][CH:28]=[CH:29][CH:30]=2)[N:15]=1)(=[O:8])[C:2]1[CH:7]=[CH:6][CH:5]=[CH:4][CH:3]=1.[ClH:31]. Product: [ClH:31].[S:27]1[CH:28]=[CH:29][CH:30]=[C:26]1[C@:14]12[CH2:16][NH:17][CH2:18][C@H:13]1[CH2:12][S:11][C:10]([NH:9][C:1](=[O:8])[C:2]1[CH:3]=[CH:4][CH:5]=[CH:6][CH:7]=1)=[N:15]2. The catalyst class is: 12. (6) Reactant: [CH3:1][C:2]1[C:6]([C:7]2[CH:16]=[C:15]3[C:10]([C:11]([NH:18][CH2:19][CH:20]4[CH2:25][CH2:24][O:23][CH2:22][CH2:21]4)=[C:12]([NH2:17])[CH:13]=[N:14]3)=[CH:9][C:8]=2[O:26][CH3:27])=[C:5]([CH3:28])[O:4][N:3]=1.[N:29]#[C:30]Br. Product: [CH3:1][C:2]1[C:6]([C:7]2[C:8]([O:26][CH3:27])=[CH:9][C:10]3[C:11]4[N:18]([CH2:19][CH:20]5[CH2:21][CH2:22][O:23][CH2:24][CH2:25]5)[C:30]([NH2:29])=[N:17][C:12]=4[CH:13]=[N:14][C:15]=3[CH:16]=2)=[C:5]([CH3:28])[O:4][N:3]=1. The catalyst class is: 8. (7) Reactant: [C:1]1([S:7](Cl)(=[O:9])=[O:8])[CH:6]=[CH:5][CH:4]=[CH:3][CH:2]=1.Cl.[NH2:12][CH:13]([C:20]1[CH:25]=[CH:24][CH:23]=[C:22]([N+:26]([O-:28])=[O:27])[CH:21]=1)[CH2:14][C:15]([O:17][CH2:18][CH3:19])=[O:16].C(N(CC)CC)C. Product: [C:1]1([S:7]([NH:12][CH:13]([C:20]2[CH:25]=[CH:24][CH:23]=[C:22]([N+:26]([O-:28])=[O:27])[CH:21]=2)[CH2:14][C:15]([O:17][CH2:18][CH3:19])=[O:16])(=[O:9])=[O:8])[CH:6]=[CH:5][CH:4]=[CH:3][CH:2]=1. The catalyst class is: 17. (8) Reactant: [F:1][C:2]1([F:16])[CH2:6][N:5]([C:7]([O:9][C:10]([CH3:13])([CH3:12])[CH3:11])=[O:8])[C@H:4]([CH:14]=O)[CH2:3]1.C1(P(=[CH:36][C:37]([O:39][CH2:40][CH3:41])=[O:38])(C2C=CC=CC=2)C2C=CC=CC=2)C=CC=CC=1. Product: [CH2:40]([O:39][C:37](=[O:38])[CH:36]=[CH:14][C@@H:4]1[CH2:3][C:2]([F:16])([F:1])[CH2:6][N:5]1[C:7]([O:9][C:10]([CH3:13])([CH3:12])[CH3:11])=[O:8])[CH3:41]. The catalyst class is: 2. (9) Reactant: [Cl-].[Al+3].[Cl-].[Cl-].[Cl:5][C:6]1[CH:11]=[CH:10][C:9]([S:12](Cl)(=[O:14])=[O:13])=[CH:8][C:7]=1[N+:16]([O-:18])=[O:17]. Product: [C:6]1([S:12]([C:9]2[CH:10]=[CH:11][C:6]([Cl:5])=[C:7]([N+:16]([O-:18])=[O:17])[CH:8]=2)(=[O:14])=[O:13])[CH:11]=[CH:10][CH:9]=[CH:8][CH:7]=1. The catalyst class is: 48.